Dataset: Forward reaction prediction with 1.9M reactions from USPTO patents (1976-2016). Task: Predict the product of the given reaction. (1) Given the reactants [NH2:1][C:2]1[N:7]=[C:6]([CH3:8])[CH:5]=[C:4]([CH3:9])[N:3]=1.[Br:10]N1C(=O)CCC1=O, predict the reaction product. The product is: [NH2:1][C:2]1[N:7]=[C:6]([CH3:8])[C:5]([Br:10])=[C:4]([CH3:9])[N:3]=1. (2) Given the reactants [F:1][C:2]([F:15])([F:14])[S:3]([O:6]S(C(F)(F)F)(=O)=O)(=[O:5])=[O:4].[CH3:16][O:17][C:18]1[CH:19]=[C:20](O)[CH:21]=[C:22]([CH3:24])[CH:23]=1.O, predict the reaction product. The product is: [F:1][C:2]([F:15])([F:14])[S:3]([O:6][C:20]1[CH:21]=[C:22]([CH3:24])[CH:23]=[C:18]([O:17][CH3:16])[CH:19]=1)(=[O:5])=[O:4]. (3) Given the reactants [CH2:1]([N:8]1[CH2:13][CH2:12][C:11](=O)[CH:10]([C:15]([O:17]C)=O)[CH2:9]1)[C:2]1[CH:7]=[CH:6][CH:5]=[CH:4][CH:3]=1.[NH2:19][C:20]([NH2:22])=[O:21].C[O-].[Na+].O, predict the reaction product. The product is: [CH2:1]([N:8]1[CH2:13][CH2:12][CH:11]2[NH:19][C:20](=[O:21])[NH:22][C:15](=[O:17])[CH:10]2[CH2:9]1)[C:2]1[CH:3]=[CH:4][CH:5]=[CH:6][CH:7]=1. (4) Given the reactants [CH3:1][C:2]([C:6]1[NH:10][N:9]=[C:8]([C:11]2[CH:16]=[CH:15][CH:14]=[CH:13][CH:12]=2)[N:7]=1)([CH3:5])[CH2:3][NH2:4].[F:17][C:18]([F:34])([F:33])[C:19]1[O:23][N:22]=[C:21]([C:24]2[CH:25]=[N:26][CH:27]=[C:28]([CH:32]=2)[C:29](O)=[O:30])[N:20]=1, predict the reaction product. The product is: [CH3:5][C:2]([C:6]1[NH:10][N:9]=[C:8]([C:11]2[CH:16]=[CH:15][CH:14]=[CH:13][CH:12]=2)[N:7]=1)([CH3:1])[CH2:3][NH:4][C:29](=[O:30])[C:28]1[CH:32]=[C:24]([C:21]2[N:20]=[C:19]([C:18]([F:34])([F:33])[F:17])[O:23][N:22]=2)[CH:25]=[N:26][CH:27]=1. (5) Given the reactants [CH3:1][O:2][C:3]1[CH:4]=[C:5]([CH:15]=[CH:16][C:17]=1[C:18]([O:20][CH3:21])=[O:19])[CH2:6][C:7]1([C:12](O)=[O:13])[CH2:11][CH2:10][CH2:9][CH2:8]1.CC(C)=O.O.C(OCC)(=O)C, predict the reaction product. The product is: [OH:13][CH2:12][C:7]1([CH2:6][C:5]2[CH:15]=[CH:16][C:17]([C:18]([O:20][CH3:21])=[O:19])=[C:3]([O:2][CH3:1])[CH:4]=2)[CH2:11][CH2:10][CH2:9][CH2:8]1.